This data is from Full USPTO retrosynthesis dataset with 1.9M reactions from patents (1976-2016). The task is: Predict the reactants needed to synthesize the given product. (1) Given the product [OH:2][C@@H:3]1[CH2:8][CH2:7][N:6]([S:38]([C:32]2[CH:37]=[CH:36][CH:35]=[CH:34][CH:33]=2)(=[O:40])=[O:39])[CH2:5][C@H:4]1[N:9]1[C:13]([C:14]2[CH:19]=[CH:18][CH:17]=[CH:16][CH:15]=2)=[C:12]([C:20]([O:22][CH2:23][CH3:24])=[O:21])[N:11]=[CH:10]1, predict the reactants needed to synthesize it. The reactants are: Cl.[OH:2][C@@H:3]1[CH2:8][CH2:7][NH:6][CH2:5][C@H:4]1[N:9]1[C:13]([C:14]2[CH:19]=[CH:18][CH:17]=[CH:16][CH:15]=2)=[C:12]([C:20]([O:22][CH2:23][CH3:24])=[O:21])[N:11]=[CH:10]1.C(N(CC)CC)C.[C:32]1([S:38](Cl)(=[O:40])=[O:39])[CH:37]=[CH:36][CH:35]=[CH:34][CH:33]=1.C(=O)(O)[O-].[Na+]. (2) Given the product [CH:1]1([C:7]2[CH:12]=[CH:11][C:10](/[CH:13]=[C:14](/[C:16]3[CH:20]=[C:19]([CH3:21])[N:18]([CH2:25][C:26]4[CH:27]=[CH:28][C:29]([N:32]([CH2:34][C:35]5[CH:40]=[CH:39][C:38]([O:41][CH3:42])=[C:37]([O:43][CH3:44])[CH:36]=5)[CH3:33])=[N:30][CH:31]=4)[N:17]=3)\[F:15])=[CH:9][CH:8]=2)[CH2:6][CH2:5][CH2:4][CH2:3][CH2:2]1, predict the reactants needed to synthesize it. The reactants are: [CH:1]1([C:7]2[CH:12]=[CH:11][C:10](/[CH:13]=[C:14](/[C:16]3[CH:20]=[C:19]([CH3:21])[NH:18][N:17]=3)\[F:15])=[CH:9][CH:8]=2)[CH2:6][CH2:5][CH2:4][CH2:3][CH2:2]1.Cl.Cl.Cl[CH2:25][C:26]1[CH:27]=[CH:28][C:29]([N:32]([CH2:34][C:35]2[CH:40]=[CH:39][C:38]([O:41][CH3:42])=[C:37]([O:43][CH3:44])[CH:36]=2)[CH3:33])=[N:30][CH:31]=1. (3) The reactants are: [CH3:1][O:2][C:3]1[CH:16]=[CH:15][C:6]([CH2:7][O:8][C:9](=N)[C:10](Cl)(Cl)Cl)=[CH:5][CH:4]=1.[CH3:17][O:18][C:19]([C@H:21]1[CH2:25][C@@H](O)C[N:22]1[C:27]([O:29][C:30]([CH3:33])([CH3:32])[CH3:31])=[O:28])=[O:20].CO. Given the product [CH3:17][O:18][C:19]([C@H:21]1[CH2:25][C@@H:9]([O:8][CH2:7][C:6]2[CH:15]=[CH:16][C:3]([O:2][CH3:1])=[CH:4][CH:5]=2)[CH2:10][N:22]1[C:27]([O:29][C:30]([CH3:31])([CH3:33])[CH3:32])=[O:28])=[O:20], predict the reactants needed to synthesize it. (4) Given the product [Br-:1].[Cl:11][C:8]1[CH:9]=[CH:10][C:5]([C:3](=[O:4])[CH2:2][N+:24]23[CH2:25][CH2:26][CH:27]([CH2:28][CH2:29]2)[C@@H:22]([O:21][C:19](=[O:20])[CH:18]([C:12]2[CH:13]=[CH:14][CH:15]=[CH:16][CH:17]=2)[N:30]2[CH2:31][CH2:32][CH2:33][CH2:34][CH2:35]2)[CH2:23]3)=[CH:6][CH:7]=1, predict the reactants needed to synthesize it. The reactants are: [Br:1][CH2:2][C:3]([C:5]1[CH:10]=[CH:9][C:8]([Cl:11])=[CH:7][CH:6]=1)=[O:4].[C:12]1([CH:18]([N:30]2[CH2:35][CH2:34][CH2:33][CH2:32][CH2:31]2)[C:19]([O:21][C@@H:22]2[CH:27]3[CH2:28][CH2:29][N:24]([CH2:25][CH2:26]3)[CH2:23]2)=[O:20])[CH:17]=[CH:16][CH:15]=[CH:14][CH:13]=1.CCOCC.